This data is from Full USPTO retrosynthesis dataset with 1.9M reactions from patents (1976-2016). The task is: Predict the reactants needed to synthesize the given product. (1) Given the product [Br:1][C:2]1[CH:7]=[CH:6][C:5]([S:8]([NH:11][C@H:12]([C:27]([OH:29])=[O:28])[CH2:13][CH2:14][CH2:15][N:16]([S:17]([C:20]2[CH:21]=[CH:22][C:23]([Br:26])=[CH:24][CH:25]=2)(=[O:19])=[O:18])[CH2:39][C:38]2[CH:41]=[CH:42][C:35]([F:34])=[CH:36][CH:37]=2)(=[O:10])=[O:9])=[CH:4][CH:3]=1, predict the reactants needed to synthesize it. The reactants are: [Br:1][C:2]1[CH:7]=[CH:6][C:5]([S:8]([NH:11][C@H:12]([C:27]([OH:29])=[O:28])[CH2:13][CH2:14][CH2:15][NH:16][S:17]([C:20]2[CH:25]=[CH:24][C:23]([Br:26])=[CH:22][CH:21]=2)(=[O:19])=[O:18])(=[O:10])=[O:9])=[CH:4][CH:3]=1.[H-].[Na+].[H][H].[F:34][C:35]1[CH:42]=[CH:41][C:38]([CH2:39]Br)=[CH:37][CH:36]=1.Cl. (2) Given the product [O:34]1[CH2:39][CH2:38][CH:37]=[C:36]([C:12]2[N:11]=[C:10]([F:23])[C:9]3[O:8][C:5]4[C:4]([C@@:15]5([CH2:20][CH2:19][O:18][C:17]([NH2:21])=[N:16]5)[C:14]=3[CH:13]=2)=[CH:3][C:2]([C:30]2[C:25]([F:24])=[N:26][CH:27]=[CH:28][CH:29]=2)=[CH:7][CH:6]=4)[CH2:35]1, predict the reactants needed to synthesize it. The reactants are: Br[C:2]1[CH:3]=[C:4]2[C@@:15]3([CH2:20][CH2:19][O:18][C:17]([NH2:21])=[N:16]3)[C:14]3[CH:13]=[C:12](Cl)[N:11]=[C:10]([F:23])[C:9]=3[O:8][C:5]2=[CH:6][CH:7]=1.[F:24][C:25]1[C:30](B(O)O)=[CH:29][CH:28]=[CH:27][N:26]=1.[O:34]1[CH2:39][CH2:38][CH:37]=[C:36](B2OC(C)(C)C(C)(C)O2)[CH2:35]1. (3) Given the product [CH3:24][Si:25]([C:28]#[C:29][C:7]1[CH:16]=[CH:15][C:14]2[O:13][C:12](=[O:17])[CH:11]=[CH:10][C:9]=2[C:8]=1[C:18]([O:20][CH3:21])=[O:19])([CH3:27])[CH3:26], predict the reactants needed to synthesize it. The reactants are: FC(F)(F)S(O[C:7]1[CH:16]=[CH:15][C:14]2[O:13][C:12](=[O:17])[CH:11]=[CH:10][C:9]=2[C:8]=1[C:18]([O:20][CH3:21])=[O:19])(=O)=O.[CH3:24][Si:25]([C:28]#[CH:29])([CH3:27])[CH3:26]. (4) Given the product [CH2:26]([NH:28][C:29]([NH:1][C:2]1[CH:7]=[CH:6][C:5]([NH:8]/[C:9](=[C:16]2\[C:17](=[O:25])[NH:18][C:19]3[C:24]\2=[CH:23][CH:22]=[CH:21][CH:20]=3)/[C:10]2[CH:15]=[CH:14][CH:13]=[CH:12][CH:11]=2)=[CH:4][CH:3]=1)=[O:30])[CH3:27], predict the reactants needed to synthesize it. The reactants are: [NH2:1][C:2]1[CH:7]=[CH:6][C:5]([NH:8]/[C:9](=[C:16]2\[C:17](=[O:25])[NH:18][C:19]3[C:24]\2=[CH:23][CH:22]=[CH:21][CH:20]=3)/[C:10]2[CH:15]=[CH:14][CH:13]=[CH:12][CH:11]=2)=[CH:4][CH:3]=1.[CH2:26]([N:28]=[C:29]=[O:30])[CH3:27]. (5) Given the product [Br:1][C:2]1[CH:10]=[C:9]2[C:5]([C:6]3[CH2:12][CH2:13][N:14]4[CH:16]([CH2:17][CH2:18][CH2:19]4)[C:7]=3[N:8]2[CH3:11])=[CH:4][CH:3]=1, predict the reactants needed to synthesize it. The reactants are: [Br:1][C:2]1[CH:10]=[C:9]2[C:5]([C:6]([CH2:12][CH2:13][NH2:14])=[CH:7][N:8]2[CH3:11])=[CH:4][CH:3]=1.Br[CH2:16][CH2:17][CH2:18][C:19](Cl)=O.CCN(CC)CC.O=P(Cl)(Cl)Cl.[BH4-].[Na+]. (6) The reactants are: C([O:8][C:9]1[CH:14]=[CH:13][N:12]([CH2:15][CH2:16][O:17][CH3:18])[C:11](=[O:19])[CH:10]=1)C1C=CC=CC=1. Given the product [OH:8][C:9]1[CH:14]=[CH:13][N:12]([CH2:15][CH2:16][O:17][CH3:18])[C:11](=[O:19])[CH:10]=1, predict the reactants needed to synthesize it. (7) Given the product [CH2:1]([O:8][C:9]1[CH:10]=[CH:11][C:12]2[O:16][C:15]([CH:17]([NH:22][C:23]3[CH:24]=[CH:25][C:26]([C:29]([N:31]([CH3:39])[CH2:32][CH2:33][C:34]([OH:36])=[O:35])=[O:30])=[CH:27][CH:28]=3)[CH2:18][CH:19]([CH3:21])[CH3:20])=[C:14]([CH3:40])[C:13]=2[CH:41]=1)[C:2]1[CH:3]=[CH:4][CH:5]=[CH:6][CH:7]=1, predict the reactants needed to synthesize it. The reactants are: [CH2:1]([O:8][C:9]1[CH:10]=[CH:11][C:12]2[O:16][C:15]([CH:17]([NH:22][C:23]3[CH:28]=[CH:27][C:26]([C:29]([N:31]([CH3:39])[CH2:32][CH2:33][C:34]([O:36]CC)=[O:35])=[O:30])=[CH:25][CH:24]=3)[CH2:18][CH:19]([CH3:21])[CH3:20])=[C:14]([CH3:40])[C:13]=2[CH:41]=1)[C:2]1[CH:7]=[CH:6][CH:5]=[CH:4][CH:3]=1.[OH-].[Na+].